Dataset: Reaction yield outcomes from USPTO patents with 853,638 reactions. Task: Predict the reaction yield, written as a fraction of the theoretical maximum amount of product (1.0 means a 100% yield; for example, 0.34 means a 34% yield). (1) The reactants are Cl[C:2]1[C:7]([NH:8][C:9](=O)[C:10]2[CH:15]=[CH:14][CH:13]=[CH:12][C:11]=2[N+:16]([O-:18])=[O:17])=[CH:6][C:5]([CH3:20])=[CH:4][N:3]=1.P12(SP3(SP(SP(S3)(S1)=S)(=S)S2)=S)=[S:22]. The catalyst is N1C=CC=CC=1.CC1C=CC(C)=CC=1. The product is [CH3:20][C:5]1[CH:6]=[C:7]2[N:8]=[C:9]([C:10]3[CH:15]=[CH:14][CH:13]=[CH:12][C:11]=3[N+:16]([O-:18])=[O:17])[S:22][C:2]2=[N:3][CH:4]=1. The yield is 0.750. (2) The reactants are [CH2:1]([N:7]1[CH2:12][CH:11]2[CH:9]([CH:10]2[C:13]2[CH:18]=[CH:17][CH:16]=[CH:15][CH:14]=2)[C:8]1=O)[CH2:2][CH2:3][CH2:4][CH2:5][CH3:6].[H-].[Al+3].[Li+].[H-].[H-].[H-].O1CCCC1. The catalyst is O. The product is [CH2:1]([N:7]1[CH2:12][CH:11]2[CH:9]([CH:10]2[C:13]2[CH:18]=[CH:17][CH:16]=[CH:15][CH:14]=2)[CH2:8]1)[CH2:2][CH2:3][CH2:4][CH2:5][CH3:6]. The yield is 0.380. (3) The reactants are O[Li].O.C[O:5][C:6](=[O:21])[C:7]1[CH:12]=[C:11]([C:13]2[CH:18]=[CH:17][C:16]([CH3:19])=[CH:15][N:14]=2)[CH:10]=[C:9]([I:20])[CH:8]=1. The catalyst is O.C1COCC1. The product is [I:20][C:9]1[CH:8]=[C:7]([CH:12]=[C:11]([C:13]2[CH:18]=[CH:17][C:16]([CH3:19])=[CH:15][N:14]=2)[CH:10]=1)[C:6]([OH:21])=[O:5]. The yield is 0.930.